Dataset: Catalyst prediction with 721,799 reactions and 888 catalyst types from USPTO. Task: Predict which catalyst facilitates the given reaction. (1) Reactant: [Cl:1][C:2]1[CH:7]=[C:6]([Cl:8])[CH:5]=[CH:4][C:3]=1[C:9]1[N:14]=[C:13]([S:15][CH2:16][CH3:17])[N:12]=[C:11]([NH2:18])[CH:10]=1.[Cl:19][CH2:20][C:21](=O)[CH2:22]Cl. Product: [Cl:19][CH2:20][C:21]1[N:18]=[C:11]2[CH:10]=[C:9]([C:3]3[CH:4]=[CH:5][C:6]([Cl:8])=[CH:7][C:2]=3[Cl:1])[N:14]=[C:13]([S:15][CH2:16][CH3:17])[N:12]2[CH:22]=1. The catalyst class is: 8. (2) Reactant: [Cl:1][C:2]1[CH:23]=[CH:22][C:5]([C:6]([N:8]([CH3:21])[C:9]2[CH:20]=[CH:19][CH:18]=[CH:17][C:10]=2[O:11][CH2:12][CH2:13][C:14](O)=[O:15])=[O:7])=[CH:4][C:3]=1[C:24]1[CH:25]=[N:26][C:27]([C:32]([F:35])([F:34])[F:33])=[CH:28][C:29]=1[C:30]#[N:31].[C:36]([O:40][C:41](=[O:46])[NH:42][CH2:43][CH2:44][NH2:45])([CH3:39])([CH3:38])[CH3:37].CCN=C=NCCCN(C)C.Cl.C1C=CC2N(O)N=NC=2C=1.CCN(C(C)C)C(C)C. Product: [C:36]([O:40][C:41](=[O:46])[NH:42][CH2:43][CH2:44][NH:45][C:14](=[O:15])[CH2:13][CH2:12][O:11][C:10]1[CH:17]=[CH:18][CH:19]=[CH:20][C:9]=1[N:8]([C:6](=[O:7])[C:5]1[CH:22]=[CH:23][C:2]([Cl:1])=[C:3]([C:24]2[CH:25]=[N:26][C:27]([C:32]([F:34])([F:35])[F:33])=[CH:28][C:29]=2[C:30]#[N:31])[CH:4]=1)[CH3:21])([CH3:39])([CH3:37])[CH3:38]. The catalyst class is: 121. (3) Reactant: Cl[C:2]1[C:11]2[C:6](=[CH:7][C:8]([O:15][CH3:16])=[C:9]([C:12]([NH2:14])=[O:13])[CH:10]=2)[N:5]=[CH:4][CH:3]=1.[S-2:17].[Na+].[Na+].Br[C:21]1[S:22][C:23]([N+:26]([O-:28])=[O:27])=[CH:24][CH:25]=1. Product: [CH3:16][O:15][C:8]1[CH:7]=[C:6]2[C:11]([C:2]([S:17][C:21]3[S:22][C:23]([N+:26]([O-:28])=[O:27])=[CH:24][CH:25]=3)=[CH:3][CH:4]=[N:5]2)=[CH:10][C:9]=1[C:12]([NH2:14])=[O:13]. The catalyst class is: 9. (4) Reactant: O=P(Cl)(Cl)[Cl:3].[CH3:6][C:7]1[CH2:12][C:11](=O)[CH:10]=[C:9]([C:14]2[CH:19]=[CH:18][C:17]([O:20][C:21]3[CH:26]=[CH:25][C:24]([F:27])=[CH:23][CH:22]=3)=[CH:16][CH:15]=2)[N:8]=1.N12CCCN=C1CCCCC2. Product: [Cl:3][C:11]1[CH:12]=[C:7]([CH3:6])[N:8]=[C:9]([C:14]2[CH:19]=[CH:18][C:17]([O:20][C:21]3[CH:26]=[CH:25][C:24]([F:27])=[CH:23][CH:22]=3)=[CH:16][CH:15]=2)[CH:10]=1. The catalyst class is: 2. (5) Reactant: [Cl:1][C:2]1[CH:7]=[CH:6][C:5]([CH:8]([N:34]2C(=O)C3C(=CC=CC=3)C2=O)[CH2:9][C:10]2[N:11]([C:15]([C:28]3[CH:33]=[CH:32][CH:31]=[CH:30][CH:29]=3)([C:22]3[CH:27]=[CH:26][CH:25]=[CH:24][CH:23]=3)[C:16]3[CH:21]=[CH:20][CH:19]=[CH:18][CH:17]=3)[CH:12]=[CH:13][N:14]=2)=[CH:4][CH:3]=1.O.NN. Product: [Cl:1][C:2]1[CH:7]=[CH:6][C:5]([CH:8]([NH2:34])[CH2:9][C:10]2[N:11]([C:15]([C:28]3[CH:29]=[CH:30][CH:31]=[CH:32][CH:33]=3)([C:22]3[CH:23]=[CH:24][CH:25]=[CH:26][CH:27]=3)[C:16]3[CH:21]=[CH:20][CH:19]=[CH:18][CH:17]=3)[CH:12]=[CH:13][N:14]=2)=[CH:4][CH:3]=1. The catalyst class is: 5. (6) Reactant: Cl[C:2]1[N:3]=[N+:4]([O-:14])[C:5]2[CH:11]=[C:10]([CH3:12])[C:9]([CH3:13])=[CH:8][C:6]=2[N:7]=1.[NH2:15][CH2:16][CH2:17][NH:18][C:19](=[O:25])[O:20][C:21]([CH3:24])([CH3:23])[CH3:22]. Product: [CH3:13][C:9]1[C:10]([CH3:12])=[CH:11][C:5]2[N+:4]([O-:14])=[N:3][C:2]([NH:15][CH2:16][CH2:17][NH:18][C:19](=[O:25])[O:20][C:21]([CH3:23])([CH3:22])[CH3:24])=[N:7][C:6]=2[CH:8]=1. The catalyst class is: 57. (7) Reactant: [Cl:1][C:2]1[CH:10]=[C:9]([Cl:11])[CH:8]=[C:7]([Cl:12])[C:3]=1[C:4](O)=[O:5]. Product: [Cl:1][C:2]1[CH:10]=[C:9]([Cl:11])[CH:8]=[C:7]([Cl:12])[C:3]=1[CH2:4][OH:5]. The catalyst class is: 1.